From a dataset of Catalyst prediction with 721,799 reactions and 888 catalyst types from USPTO. Predict which catalyst facilitates the given reaction. (1) Reactant: [CH2:1]([O:8][CH:9]1[CH2:12][CH:11]([C:13]([OH:15])=[O:14])[CH2:10]1)[C:2]1[CH:7]=[CH:6][CH:5]=[CH:4][CH:3]=1.[NH2:16][C:17]1[CH:22]=[CH:21][CH:20]=[CH:19][N:18]=1.C(N(CC)CC)C. Product: [CH2:1]([O:8][C@H:9]1[CH2:10][C@H:11]([C:13]([NH:16][C:17]2[CH:22]=[CH:21][CH:20]=[CH:19][N:18]=2)=[O:15])[CH2:12]1)[C:2]1[CH:3]=[CH:4][CH:5]=[CH:6][CH:7]=1.[CH2:1]([O:8][C@@H:9]1[CH2:12][C@H:11]([C:13]([NH:16][C:17]2[CH:22]=[CH:21][CH:20]=[CH:19][N:18]=2)=[O:14])[CH2:10]1)[C:2]1[CH:7]=[CH:6][CH:5]=[CH:4][CH:3]=1. The catalyst class is: 18. (2) Reactant: [C@@H]1(C2C=CC=C(CC3[S:20]C(CC)=CC=3)C=2)O[C@H](CO)[C@@H](O)[C@H](O)[C@H]1O.[C:26]([NH:34][CH2:35][C:36](=O)[CH2:37][C:38]1[CH:43]=[C:42]([Br:44])[CH:41]=[CH:40][C:39]=1[Cl:45])(=O)[C:27]1[CH:32]=[CH:31][CH:30]=[CH:29][CH:28]=1.COC1C=CC(P2(SP(C3C=CC(OC)=CC=3)(=S)S2)=S)=CC=1. Product: [Br:44][C:42]1[CH:41]=[CH:40][C:39]([Cl:45])=[C:38]([CH2:37][C:36]2[S:20][C:26]([C:27]3[CH:32]=[CH:31][CH:30]=[CH:29][CH:28]=3)=[N:34][CH:35]=2)[CH:43]=1. The catalyst class is: 11.